Dataset: Reaction yield outcomes from USPTO patents with 853,638 reactions. Task: Predict the reaction yield, written as a fraction of the theoretical maximum amount of product (1.0 means a 100% yield; for example, 0.34 means a 34% yield). (1) The reactants are [CH3:1][C:2]1[CH:3]=[CH:4][CH:5]=[CH:6][C:7]=1[NH2:8].CCN(CC)CC.[CH3:16][C:17]([CH3:22])([CH3:21])[C:18](Cl)=[O:19]. The catalyst is C(Cl)Cl. The product is [C:2]1([CH3:1])[CH:3]=[CH:4][CH:5]=[CH:6][C:7]=1[NH:8][C:18](=[O:19])[C:17]([CH3:22])([CH3:21])[CH3:16]. The yield is 0.910. (2) The reactants are Cl[CH2:2][CH2:3][O:4][C:5]1[CH:6]=[C:7]2[C:12](=[CH:13][C:14]=1[O:15][CH3:16])[N:11]=[C:10]([C:17]1[CH:22]=[CH:21][CH:20]=[C:19]([NH:23][C:24](=[O:32])[CH2:25][N:26]3[CH2:31][CH2:30][O:29][CH2:28][CH2:27]3)[CH:18]=1)[N:9]=[C:8]2[NH:33][C:34]1[CH:35]=[C:36]2[C:40](=[CH:41][CH:42]=1)[N:39]([C:43]([O:45][C:46]([CH3:49])([CH3:48])[CH3:47])=[O:44])[N:38]=[CH:37]2.[NH:50]1[CH2:54][CH2:53][CH2:52][CH2:51]1. The catalyst is CN(C=O)C.C1COCC1. The product is [CH3:16][O:15][C:14]1[CH:13]=[C:12]2[C:7]([C:8]([NH:33][C:34]3[CH:35]=[C:36]4[C:40](=[CH:41][CH:42]=3)[N:39]([C:43]([O:45][C:46]([CH3:49])([CH3:48])[CH3:47])=[O:44])[N:38]=[CH:37]4)=[N:9][C:10]([C:17]3[CH:22]=[CH:21][CH:20]=[C:19]([NH:23][C:24](=[O:32])[CH2:25][N:26]4[CH2:31][CH2:30][O:29][CH2:28][CH2:27]4)[CH:18]=3)=[N:11]2)=[CH:6][C:5]=1[O:4][CH2:3][CH2:2][N:50]1[CH2:54][CH2:53][CH2:52][CH2:51]1. The yield is 0.290. (3) The reactants are [CH3:1][C:2]1[CH:11]=[CH:10][C:9]2[C:4](=[CH:5][CH:6]=[CH:7][C:8]=2[N:12]2[CH2:17][CH2:16][N:15](CCC3C=C(C=CC=3)N)[CH2:14][CH2:13]2)[N:3]=1.C(=O)([O-])[O-].[K+].[K+].Cl[CH2:34][C:35]([C:37]1[CH:38]=[C:39]([NH:43][C:44](=[O:46])[CH3:45])[CH:40]=[CH:41][CH:42]=1)=[O:36]. The catalyst is CN(C=O)C.O. The product is [CH3:1][C:2]1[CH:11]=[CH:10][C:9]2[C:4](=[CH:5][CH:6]=[CH:7][C:8]=2[N:12]2[CH2:17][CH2:16][N:15]([CH2:34][C:35]([C:37]3[CH:38]=[C:39]([NH:43][C:44](=[O:46])[CH3:45])[CH:40]=[CH:41][CH:42]=3)=[O:36])[CH2:14][CH2:13]2)[N:3]=1. The yield is 0.420. (4) The reactants are Cl[C:2]1[CH:7]=[C:6]([C:8]2[CH:12]=[C:11]([NH2:13])[N:10]([CH3:14])[N:9]=2)[CH:5]=[CH:4][N:3]=1.[NH2:15][C:16]1NN=C(C2C=CN=C(NC)C=2)C=1. No catalyst specified. The product is [NH2:13][C:11]1[N:10]([CH3:14])[N:9]=[C:8]([C:6]2[CH:5]=[CH:4][N:3]=[C:2]([NH:15][CH3:16])[CH:7]=2)[CH:12]=1. The yield is 0.790. (5) The yield is 0.343. The catalyst is CC(O)C. The product is [CH3:19][N:20]1[CH2:25][CH2:24][N:23]([C:2]2[N:7]=[CH:6][C:5]([C:8]([O:10][CH3:11])=[O:9])=[CH:4][N:3]=2)[CH2:22][CH2:21]1. The reactants are Cl[C:2]1[N:7]=[CH:6][C:5]([C:8]([O:10][CH3:11])=[O:9])=[CH:4][N:3]=1.C(N(CC)CC)C.[CH3:19][N:20]1[CH2:25][CH2:24][NH:23][CH2:22][CH2:21]1. (6) The reactants are [NH2:1][C:2]1[CH:7]=[CH:6][CH:5]=[C:4]([NH2:8])[C:3]=1[NH:9][CH2:10][CH2:11][C:12]([O:14][CH2:15][CH3:16])=[O:13].[Cl:17][C:18]1[CH:23]=[C:22]([Cl:24])[CH:21]=[CH:20][C:19]=1[N:25]=[C:26]=[S:27]. The catalyst is O1CCCC1. The product is [NH2:1][C:2]1[CH:7]=[CH:6][CH:5]=[C:4]([NH:8][C:26]([NH:25][C:19]2[CH:20]=[CH:21][C:22]([Cl:24])=[CH:23][C:18]=2[Cl:17])=[S:27])[C:3]=1[NH:9][CH2:10][CH2:11][C:12]([O:14][CH2:15][CH3:16])=[O:13]. The yield is 0.560. (7) The reactants are [Br:1][C:2]1[CH:3]=[C:4]([C:9]([OH:11])=[O:10])[CH:5]=[N:6][C:7]=1Cl.[CH:12]1([OH:16])[CH2:15][CH2:14][CH2:13]1.[OH-].[K+].Cl. The catalyst is CS(C)=O.O. The product is [Br:1][C:2]1[CH:3]=[C:4]([C:9]([OH:11])=[O:10])[CH:5]=[N:6][C:7]=1[O:16][CH:12]1[CH2:15][CH2:14][CH2:13]1. The yield is 0.820.